Dataset: Peptide-MHC class I binding affinity with 185,985 pairs from IEDB/IMGT. Task: Regression. Given a peptide amino acid sequence and an MHC pseudo amino acid sequence, predict their binding affinity value. This is MHC class I binding data. (1) The MHC is HLA-A68:02 with pseudo-sequence HLA-A68:02. The peptide sequence is YMDDVVLGA. The binding affinity (normalized) is 0. (2) The peptide sequence is RQLIRLLTWLF. The MHC is Mamu-B08 with pseudo-sequence Mamu-B08. The binding affinity (normalized) is 0.599. (3) The peptide sequence is ETVKMGAFM. The MHC is HLA-A02:02 with pseudo-sequence HLA-A02:02. The binding affinity (normalized) is 0.112. (4) The peptide sequence is RKAKIIRDY. The MHC is HLA-B45:01 with pseudo-sequence HLA-B45:01. The binding affinity (normalized) is 0.0224.